This data is from CYP2D6 inhibition data for predicting drug metabolism from PubChem BioAssay. The task is: Regression/Classification. Given a drug SMILES string, predict its absorption, distribution, metabolism, or excretion properties. Task type varies by dataset: regression for continuous measurements (e.g., permeability, clearance, half-life) or binary classification for categorical outcomes (e.g., BBB penetration, CYP inhibition). Dataset: cyp2d6_veith. (1) The compound is CC1CCC(O)([C@](C)(C(=O)O)c2ccccc2)CC1. The result is 0 (non-inhibitor). (2) The molecule is CSc1nnc(-c2sc(-c3ccccc3)nc2C)n1C. The result is 0 (non-inhibitor).